Predict which catalyst facilitates the given reaction. From a dataset of Catalyst prediction with 721,799 reactions and 888 catalyst types from USPTO. (1) Reactant: [Br:1][C:2]1[CH:3]=[C:4]([CH2:8][CH2:9][CH2:10][C:11]2[N:15]([CH2:16][CH3:17])[C:14](=[O:18])[NH:13][N:12]=2)[CH:5]=[CH:6][CH:7]=1.C(=O)([O-])[O-].[K+].[K+].[C:25]([C:29]1[CH:36]=[CH:35][C:32]([CH2:33]Br)=[CH:31][CH:30]=1)([CH3:28])([CH3:27])[CH3:26]. Product: [Br:1][C:2]1[CH:3]=[C:4]([CH2:8][CH2:9][CH2:10][C:11]2[N:15]([CH2:16][CH3:17])[C:14](=[O:18])[N:13]([CH2:33][C:32]3[CH:35]=[CH:36][C:29]([C:25]([CH3:28])([CH3:27])[CH3:26])=[CH:30][CH:31]=3)[N:12]=2)[CH:5]=[CH:6][CH:7]=1. The catalyst class is: 31. (2) Reactant: CO[CH2:3][O:4][CH2:5][CH2:6][C:7]1[S:8][CH:9]=[CH:10][CH:11]=1.[Br-].[Mg+2].[Br-]. Product: [S:8]1[C:7]2[CH2:6][CH2:5][O:4][CH2:3][C:11]=2[CH:10]=[CH:9]1. The catalyst class is: 4. (3) Reactant: [Cl:1][C:2]1[CH:7]=[CH:6][C:5]([S:8][CH3:9])=[CH:4][N:3]=1.[OH2:10].[OH:11]OS([O-])=O.[K+]. The catalyst class is: 10. Product: [Cl:1][C:2]1[CH:7]=[CH:6][C:5]([S:8]([CH3:9])(=[O:11])=[O:10])=[CH:4][N:3]=1. (4) Product: [CH3:1][O:2][C:3]1[CH:22]=[C:21]([O:23][CH3:24])[CH:20]=[CH:19][C:4]=1[CH2:5][N:6]1[C:11](=[O:12])[C:10]2[CH:13]=[C:14]([CH2:16][CH3:17])[S:15][C:9]=2[N:8]([CH2:26][C:27]2[CH:28]=[CH:29][C:30]([C:33]3[C:34]([C:39]#[N:40])=[CH:35][CH:36]=[CH:37][CH:38]=3)=[CH:31][CH:32]=2)[C:7]1=[O:18]. The catalyst class is: 10. Reactant: [CH3:1][O:2][C:3]1[CH:22]=[C:21]([O:23][CH3:24])[CH:20]=[CH:19][C:4]=1[CH2:5][N:6]1[C:11](=[O:12])[C:10]2[CH:13]=[C:14]([CH2:16][CH3:17])[S:15][C:9]=2[NH:8][C:7]1=[O:18].Br[CH2:26][C:27]1[CH:32]=[CH:31][C:30]([C:33]2[C:34]([C:39]#[N:40])=[CH:35][CH:36]=[CH:37][CH:38]=2)=[CH:29][CH:28]=1.C(=O)([O-])[O-].[K+].[K+]. (5) Reactant: C(C(C(C(O)=O)O)O)(O)=O.[C@H:11]1([NH2:18])[CH2:16][CH2:15][CH2:14][C@H:13]([NH2:17])[CH2:12]1.[OH-].[Na+].[C:21]([O:25][C:26](O[C:26]([O:25][C:21]([CH3:24])([CH3:23])[CH3:22])=[O:27])=[O:27])([CH3:24])([CH3:23])[CH3:22]. Product: [C:21]([O:25][C:26](=[O:27])[NH:17][C@H:13]1[CH2:14][CH2:15][CH2:16][C@H:11]([NH2:18])[CH2:12]1)([CH3:24])([CH3:23])[CH3:22]. The catalyst class is: 5. (6) Reactant: [CH3:1][N:2]1[CH:6]=[CH:5][N:4]=[CH:3]1.C([Li])CCC.[F:12][C:13]1[CH:18]=[CH:17][C:16]([N:19]2[C:23]3[CH:24]=[C:25]4[C@:30]([C:32](OC)=[O:33])([CH2:31][C:22]=3[CH:21]=[N:20]2)[CH2:29][N:28]([S:36]([C:39]2[CH:45]=[CH:44][C:42]([CH3:43])=[CH:41][CH:40]=2)(=[O:38])=[O:37])[CH2:27][CH2:26]4)=[CH:15][CH:14]=1.O. Product: [F:12][C:13]1[CH:18]=[CH:17][C:16]([N:19]2[C:23]3[CH:24]=[C:25]4[C@:30]([C:32]([C:3]5[N:2]([CH3:1])[CH:6]=[CH:5][N:4]=5)=[O:33])([CH2:31][C:22]=3[CH:21]=[N:20]2)[CH2:29][N:28]([S:36]([C:39]2[CH:40]=[CH:41][C:42]([CH3:43])=[CH:44][CH:45]=2)(=[O:38])=[O:37])[CH2:27][CH2:26]4)=[CH:15][CH:14]=1. The catalyst class is: 28. (7) Reactant: [CH3:1][O:2][C:3]([C:5]1[NH:6][C:7]2[C:12]([C:13](=[O:15])[CH:14]=1)=[CH:11][C:10]([O:16][CH3:17])=[CH:9][C:8]=2[Br:18])=[O:4].[H-].[Na+].[CH3:21][Si:22]([CH3:29])([CH3:28])[CH2:23][CH2:24][O:25][CH2:26]Cl.O. Product: [CH3:1][O:2][C:3]([C:5]1[CH:14]=[C:13]([O:15][CH2:26][O:25][CH2:24][CH2:23][Si:22]([CH3:29])([CH3:28])[CH3:21])[C:12]2[C:7](=[C:8]([Br:18])[CH:9]=[C:10]([O:16][CH3:17])[CH:11]=2)[N:6]=1)=[O:4]. The catalyst class is: 60.